The task is: Predict the reactants needed to synthesize the given product.. This data is from Full USPTO retrosynthesis dataset with 1.9M reactions from patents (1976-2016). Given the product [N:1]([C:2]1[C:11]([C:12]2[CH:17]=[CH:16][C:15]([C:18]([O:20][CH:21]([CH3:22])[CH3:23])=[O:19])=[CH:14][CH:13]=2)=[N:10][C:9]([Br:24])=[CH:8][C:3]=1[C:4]([O:6][CH3:7])=[O:5])=[N+:29]=[N-:30], predict the reactants needed to synthesize it. The reactants are: [NH2:1][C:2]1[C:11]([C:12]2[CH:17]=[CH:16][C:15]([C:18]([O:20][CH:21]([CH3:23])[CH3:22])=[O:19])=[CH:14][CH:13]=2)=[N:10][C:9]([Br:24])=[CH:8][C:3]=1[C:4]([O:6][CH3:7])=[O:5].N([O-])=O.[Na+].[N-:29]=[N+:30]=[N-].[Na+].CCOCC.